From a dataset of Tox21: 12 toxicity assays (nuclear receptors and stress response pathways). Binary classification across 12 toxicity assays. (1) The molecule is C=CC(=O)NCOCCCC. It tested positive (active) for: SR-ARE (Antioxidant Response Element (oxidative stress)). (2) The molecule is CCC(C(N)=O)N1CCCC1=O. It tested positive (active) for: NR-ER (Estrogen Receptor agonist activity). (3) The molecule is CC#CCC(C)[C@H](O)/C=C/[C@@H]1[C@H]2c3cccc(CCCC(=O)[O-])c3O[C@H]2C[C@H]1O. It tested positive (active) for: NR-ER (Estrogen Receptor agonist activity). (4) The drug is CCOP(=S)(OCC)SC(CCl)N1C(=O)c2ccccc2C1=O. It tested positive (active) for: NR-AhR (Aryl hydrocarbon Receptor agonist activity), NR-ER (Estrogen Receptor agonist activity), NR-ER-LBD (Estrogen Receptor Ligand Binding Domain agonist), and SR-ARE (Antioxidant Response Element (oxidative stress)). (5) The molecule is [N-]=[N+]=CC(=O)OC[C@H](N)C(=O)O. It tested positive (active) for: NR-AR (Androgen Receptor agonist activity). (6) The compound is O=C(c1ccc(OCCN2CCCCC2)cc1)c1c(-c2ccc(O)cc2)sc2cc(O)ccc12. It tested positive (active) for: NR-Aromatase (Aromatase enzyme inhibition), SR-HSE (Heat Shock Element response), SR-MMP (Mitochondrial Membrane Potential disruption), and SR-p53 (p53 tumor suppressor activation).